The task is: Predict the reactants needed to synthesize the given product.. This data is from Full USPTO retrosynthesis dataset with 1.9M reactions from patents (1976-2016). (1) Given the product [Cl:23][CH2:2][C:3]1[CH:8]=[CH:7][C:6]([C:9]2[O:10][CH:11]=[C:12]([C:14]([N:16]3[CH2:20][CH2:19][CH2:18][CH2:17]3)=[O:15])[N:13]=2)=[CH:5][CH:4]=1, predict the reactants needed to synthesize it. The reactants are: O[CH2:2][C:3]1[CH:8]=[CH:7][C:6]([C:9]2[O:10][CH:11]=[C:12]([C:14]([N:16]3[CH2:20][CH2:19][CH2:18][CH2:17]3)=[O:15])[N:13]=2)=[CH:5][CH:4]=1.S(Cl)([Cl:23])=O.N1C2C=CC=CC=2N=N1. (2) Given the product [F:7][C@H:35]1[CH2:34][CH2:33][N:32]([C:37]([O:39][C:40]([CH3:41])([CH3:42])[CH3:43])=[O:38])[C@@H:31]1[C:29](=[O:30])[NH:28][CH2:27][C:23]1[CH:22]=[C:21]([C:13]2[CH:14]=[CH:15][C:16]([C:17]([F:20])([F:19])[F:18])=[C:11]([F:10])[CH:12]=2)[N:26]=[CH:25][N:24]=1, predict the reactants needed to synthesize it. The reactants are: CCN(S(F)(F)[F:7])CC.[F:10][C:11]1[CH:12]=[C:13]([C:21]2[N:26]=[CH:25][N:24]=[C:23]([CH2:27][NH:28][C:29]([C@@H:31]3[C@H:35](O)[CH2:34][CH2:33][N:32]3[C:37]([O:39][C:40]([CH3:43])([CH3:42])[CH3:41])=[O:38])=[O:30])[CH:22]=2)[CH:14]=[CH:15][C:16]=1[C:17]([F:20])([F:19])[F:18]. (3) The reactants are: [Cl:1][C:2]1[CH:7]=[CH:6][CH:5]=[C:4]([Cl:8])[C:3]=1[C:9]1[C:13]([CH2:14][O:15][C:16]2[CH:17]=[C:18]3[C:23](=[CH:24][CH:25]=2)[CH:22]=[C:21]([C:26]2[CH:32]=[CH:31][C:29]([NH2:30])=[CH:28][CH:27]=2)[CH:20]=[CH:19]3)=[C:12]([CH:33]([CH3:35])[CH3:34])[O:11][N:10]=1.C(N(CC)CC)C.[F:43][C:44]([F:57])([F:56])[S:45](O[S:45]([C:44]([F:57])([F:56])[F:43])(=[O:47])=[O:46])(=[O:47])=[O:46].C(OCC)(=O)C. Given the product [Cl:8][C:4]1[CH:5]=[CH:6][CH:7]=[C:2]([Cl:1])[C:3]=1[C:9]1[C:13]([CH2:14][O:15][C:16]2[CH:17]=[C:18]3[C:23](=[CH:24][CH:25]=2)[CH:22]=[C:21]([C:26]2[CH:32]=[CH:31][C:29]([NH:30][S:45]([C:44]([F:57])([F:56])[F:43])(=[O:47])=[O:46])=[CH:28][CH:27]=2)[CH:20]=[CH:19]3)=[C:12]([CH:33]([CH3:35])[CH3:34])[O:11][N:10]=1, predict the reactants needed to synthesize it. (4) Given the product [F:20][C:12]1[CH:13]=[C:14]2[C:9](=[N:10][C:11]=1[CH3:21])[N:8]=[C:7]([C:4]([F:5])([F:6])[CH2:3][O:2][CH3:1])[C:16]([C:17]([CH:24]1[C:25](=[O:30])[CH:26]3[CH2:29][CH:22]([CH2:28][CH2:27]3)[C:23]1=[O:31])=[O:19])=[CH:15]2, predict the reactants needed to synthesize it. The reactants are: [CH3:1][O:2][CH2:3][C:4]([C:7]1[C:16]([C:17]([OH:19])=O)=[CH:15][C:14]2[C:9](=[N:10][C:11]([CH3:21])=[C:12]([F:20])[CH:13]=2)[N:8]=1)([F:6])[F:5].[CH:22]12[CH2:29][CH:26]([CH2:27][CH2:28]1)[C:25](=[O:30])[CH2:24][C:23]2=[O:31]. (5) Given the product [F:25][C:22]1[CH:23]=[CH:24][C:19]([C:13]2[C:12]([CH2:11][O:10][C:8]3[CH:9]=[C:5]([C:3]([OH:4])=[O:2])[N:6]([CH3:26])[N:7]=3)=[C:16]([CH2:17][OH:18])[O:15][N:14]=2)=[CH:20][CH:21]=1, predict the reactants needed to synthesize it. The reactants are: C[O:2][C:3]([C:5]1[N:6]([CH3:26])[N:7]=[C:8]([O:10][CH2:11][C:12]2[C:13]([C:19]3[CH:24]=[CH:23][C:22]([F:25])=[CH:21][CH:20]=3)=[N:14][O:15][C:16]=2[CH2:17][OH:18])[CH:9]=1)=[O:4].[OH-].[Li+].Cl.C(OCC)(=O)C. (6) Given the product [O:20]=[C:21]([N:26]1[CH2:27][CH2:28][N:29]([C:32](=[O:43])[C:33]2[CH:38]=[CH:37][CH:36]=[CH:35][C:34]=2[C:39]([F:42])([F:41])[F:40])[CH2:30][CH2:31]1)[CH2:22][C:23]([NH:69][C:66]1[CH:65]=[CH:64][C:63]([NH:62][C:56]2[CH:61]=[CH:60][CH:59]=[CH:58][CH:57]=2)=[CH:68][CH:67]=1)=[O:25], predict the reactants needed to synthesize it. The reactants are: C1C=CC2N(O)N=NC=2C=1.CCN(C(C)C)C(C)C.[O:20]=[C:21]([N:26]1[CH2:31][CH2:30][N:29]([C:32](=[O:43])[C:33]2[CH:38]=[CH:37][CH:36]=[CH:35][C:34]=2[C:39]([F:42])([F:41])[F:40])[CH2:28][CH2:27]1)[CH2:22][C:23]([OH:25])=O.CCN=C=NCCCN(C)C.Cl.[C:56]1([NH:62][C:63]2[CH:68]=[CH:67][C:66]([NH2:69])=[CH:65][CH:64]=2)[CH:61]=[CH:60][CH:59]=[CH:58][CH:57]=1. (7) Given the product [CH:28]1([N:26]([CH3:27])[CH:20]2[CH2:19][CH2:18][C:17]([CH3:32])([CH3:31])[C:16]3[CH:15]=[C:14]([C:13]#[C:12][C:9]4[CH:8]=[CH:7][C:6](/[CH:5]=[CH:4]/[C:3]([OH:33])=[O:2])=[CH:11][CH:10]=4)[CH:23]=[C:22]([O:24][CH3:25])[C:21]2=3)[CH2:29][CH2:30]1, predict the reactants needed to synthesize it. The reactants are: C[O:2][C:3](=[O:33])/[CH:4]=[CH:5]/[C:6]1[CH:11]=[CH:10][C:9]([C:12]#[C:13][C:14]2[CH:23]=[C:22]([O:24][CH3:25])[C:21]3[CH:20]([N:26]([CH:28]4[CH2:30][CH2:29]4)[CH3:27])[CH2:19][CH2:18][C:17]([CH3:32])([CH3:31])[C:16]=3[CH:15]=2)=[CH:8][CH:7]=1.[OH-].[K+].Cl.